This data is from Forward reaction prediction with 1.9M reactions from USPTO patents (1976-2016). The task is: Predict the product of the given reaction. (1) Given the reactants [Cl:1][C:2]1[CH:36]=[CH:35][C:5]([CH2:6][CH2:7][NH:8][C:9]([C:11]2[CH:34]=[CH:33][C:14]([O:15][C:16]3[CH:25]=[C:24]4[C:19]([C:20]([CH3:30])([C:26]([O:28]C)=[O:27])[CH2:21][CH2:22][O:23]4)=[CH:18][C:17]=3[C:31]#[N:32])=[CH:13][CH:12]=2)=[O:10])=[CH:4][CH:3]=1.[OH-].[Na+].O.CO, predict the reaction product. The product is: [Cl:1][C:2]1[CH:3]=[CH:4][C:5]([CH2:6][CH2:7][NH:8][C:9]([C:11]2[CH:12]=[CH:13][C:14]([O:15][C:16]3[CH:25]=[C:24]4[C:19]([C:20]([CH3:30])([C:26]([OH:28])=[O:27])[CH2:21][CH2:22][O:23]4)=[CH:18][C:17]=3[C:31]#[N:32])=[CH:33][CH:34]=2)=[O:10])=[CH:35][CH:36]=1. (2) Given the reactants Br[C:2]1[CH:3]=[N:4][C:5]([O:8][C@H:9]2[CH:14]3[CH2:15][CH2:16][N:11]([CH2:12][CH2:13]3)[CH2:10]2)=[N:6][CH:7]=1.[NH:17]1[C:25]2[C:20](=[CH:21][C:22](B(O)O)=[CH:23][CH:24]=2)[CH:19]=[CH:18]1, predict the reaction product. The product is: [N:11]12[CH2:16][CH2:15][CH:14]([CH2:13][CH2:12]1)[C@H:9]([O:8][C:5]1[N:4]=[CH:3][C:2]([C:22]3[CH:21]=[C:20]4[C:25](=[CH:24][CH:23]=3)[NH:17][CH:18]=[CH:19]4)=[CH:7][N:6]=1)[CH2:10]2. (3) Given the reactants C(OC(=O)[NH:7][C:8]1[O:9][CH2:10][CH2:11][C@:12]([C:15]2[CH:20]=[C:19]([NH2:21])[CH:18]=[CH:17][C:16]=2[F:22])([CH3:14])[N:13]=1)(C)(C)C.[N:24]1[CH:29]=[CH:28][CH:27]=[CH:26][C:25]=1[C:30](O)=[O:31], predict the reaction product. The product is: [NH2:7][C:8]1[O:9][CH2:10][CH2:11][C@:12]([C:15]2[CH:20]=[C:19]([NH:21][C:30]([C:25]3[CH:26]=[CH:27][CH:28]=[CH:29][N:24]=3)=[O:31])[CH:18]=[CH:17][C:16]=2[F:22])([CH3:14])[N:13]=1. (4) Given the reactants [Cl:1][C:2]1[CH:7]=[CH:6][C:5]([C:8]2[C:9]3[CH:22]=[CH:21][C:20](OC)=[N:19][C:10]=3[C:11]3[C:17]([CH3:18])=[N:16][O:15][C:12]=3[CH2:13][N:14]=2)=[CH:4][CH:3]=1.P(Cl)(Cl)([Cl:27])=O.[OH-].[Na+].C([O-])([O-])=O.[Na+].[Na+], predict the reaction product. The product is: [Cl:27][C:20]1[CH:21]=[CH:22][C:9]2[C:8]([C:5]3[CH:6]=[CH:7][C:2]([Cl:1])=[CH:3][CH:4]=3)=[N:14][CH2:13][C:12]3[O:15][N:16]=[C:17]([CH3:18])[C:11]=3[C:10]=2[N:19]=1.